This data is from Forward reaction prediction with 1.9M reactions from USPTO patents (1976-2016). The task is: Predict the product of the given reaction. Given the reactants O(P(O[C:18]1[N:19]([C:24]([O:26][C:27]([CH3:30])([CH3:29])[CH3:28])=[O:25])[CH2:20][CH2:21][O:22][CH:23]=1)(OC1C=CC=CC=1)=O)C1C=CC=CC=1.[C:31]([C:39]1[CH:44]=[CH:43][C:42](B(O)O)=[CH:41][CH:40]=1)(=[O:38])[C:32]1[CH:37]=[CH:36][CH:35]=[CH:34][CH:33]=1, predict the reaction product. The product is: [C:31]([C:39]1[CH:44]=[CH:43][C:42]([C:18]2[N:19]([C:24]([O:26][C:27]([CH3:28])([CH3:29])[CH3:30])=[O:25])[CH2:20][CH2:21][O:22][CH:23]=2)=[CH:41][CH:40]=1)(=[O:38])[C:32]1[CH:37]=[CH:36][CH:35]=[CH:34][CH:33]=1.